Dataset: Catalyst prediction with 721,799 reactions and 888 catalyst types from USPTO. Task: Predict which catalyst facilitates the given reaction. Reactant: FC(F)(F)C(OC(=O)C(F)(F)F)=O.[NH2:14][C:15]([C:17]1[CH:21]=[C:20]([CH2:22][C:23]([NH:26][C:27](=[O:33])[O:28][C:29]([CH3:32])([CH3:31])[CH3:30])([CH3:25])[CH3:24])[N:19]([CH2:34][CH2:35][CH3:36])[N:18]=1)=O.C(N(CC)CC)C. Product: [C:15]([C:17]1[CH:21]=[C:20]([CH2:22][C:23]([NH:26][C:27](=[O:33])[O:28][C:29]([CH3:32])([CH3:31])[CH3:30])([CH3:25])[CH3:24])[N:19]([CH2:34][CH2:35][CH3:36])[N:18]=1)#[N:14]. The catalyst class is: 4.